Task: Predict the reaction yield, written as a fraction of the theoretical maximum amount of product (1.0 means a 100% yield; for example, 0.34 means a 34% yield).. Dataset: Reaction yield outcomes from USPTO patents with 853,638 reactions (1) The reactants are Br[C:2]1[C:7]([C:8]([F:11])([F:10])[F:9])=[CH:6][C:5]([NH:12][C:13]2[N:17]=[C:16]([NH2:18])[NH:15][N:14]=2)=[CH:4][C:3]=1[Cl:19].CC1(C)C(C)(C)OB([C:28]2[CH:47]=[CH:46][C:31]([O:32][CH2:33][C@H:34]3[CH2:38][CH2:37][CH2:36][N:35]3[C:39]([O:41][C:42]([CH3:45])([CH3:44])[CH3:43])=[O:40])=[CH:30][CH:29]=2)O1.O1CCOCC1.O.C(=O)([O-])[O-].[K+].[K+]. The catalyst is [Pd].C1(P(C2C=CC=CC=2)C2C=CC=CC=2)C=CC=CC=1.C1(P(C2C=CC=CC=2)C2C=CC=CC=2)C=CC=CC=1.C1(P(C2C=CC=CC=2)C2C=CC=CC=2)C=CC=CC=1.C1(P(C2C=CC=CC=2)C2C=CC=CC=2)C=CC=CC=1.C(Cl)Cl.CO. The product is [C:42]([O:41][C:39]([N:35]1[CH2:36][CH2:37][CH2:38][C@@H:34]1[CH2:33][O:32][C:31]1[CH:30]=[CH:29][C:28]([C:2]2[C:7]([C:8]([F:11])([F:10])[F:9])=[CH:6][C:5]([NH:12][C:13]3[N:17]=[C:16]([NH2:18])[NH:15][N:14]=3)=[CH:4][C:3]=2[Cl:19])=[CH:47][CH:46]=1)=[O:40])([CH3:45])([CH3:43])[CH3:44]. The yield is 0.0860. (2) The reactants are Cl.[N+:2]([C:5]1[CH:13]=[C:12]([CH2:14][N:15]2[CH2:20][CH2:19][CH2:18][CH2:17][CH2:16]2)[CH:11]=[CH:10][C:6]=1[C:7]([OH:9])=O)([O-:4])=[O:3].S(Cl)(Cl)=O.[F:25][C:26]1[CH:27]=[C:28]([CH:40]=[C:41]([F:43])[CH:42]=1)[CH2:29][C:30]1[CH:31]=[C:32]2[C:36](=[CH:37][CH:38]=1)[NH:35][N:34]=[C:33]2[NH2:39].[NH4+].[OH-]. The catalyst is N1C=CC=CC=1.O.CCOC(C)=O. The product is [F:25][C:26]1[CH:27]=[C:28]([CH:40]=[C:41]([F:43])[CH:42]=1)[CH2:29][C:30]1[CH:31]=[C:32]2[C:36](=[CH:37][CH:38]=1)[NH:35][N:34]=[C:33]2[NH:39][C:7](=[O:9])[C:6]1[CH:10]=[CH:11][C:12]([CH2:14][N:15]2[CH2:20][CH2:19][CH2:18][CH2:17][CH2:16]2)=[CH:13][C:5]=1[N+:2]([O-:4])=[O:3]. The yield is 0.430. (3) The reactants are [C:1]([O:5][C:6]([N:8]1[CH2:13][CH:12]=[C:11]([C:14]2[CH:19]=[CH:18][C:17]([Cl:20])=[CH:16][CH:15]=2)[CH2:10][CH2:9]1)=[O:7])([CH3:4])([CH3:3])[CH3:2].ClC1C=CC=C(C(OO)=[O:29])C=1. The catalyst is C(Cl)Cl. The product is [C:1]([O:5][C:6]([N:8]1[CH2:9][CH2:10][C:11]2([C:14]3[CH:19]=[CH:18][C:17]([Cl:20])=[CH:16][CH:15]=3)[CH:12]([O:29]2)[CH2:13]1)=[O:7])([CH3:4])([CH3:2])[CH3:3]. The yield is 0.650. (4) The reactants are [C:1]([O:5][C:6]([N:8]1[CH2:13][CH2:12][CH:11]([C:14](=[O:19])N(OC)C)[CH2:10][CH2:9]1)=[O:7])([CH3:4])([CH3:3])[CH3:2].[Br-].O.Cl. The catalyst is O1CCCC1. The product is [C:1]([O:5][C:6]([N:8]1[CH2:9][CH2:10][CH:11]([C:14](=[O:19])[CH2:12][CH2:11][CH:10]=[CH2:9])[CH2:12][CH2:13]1)=[O:7])([CH3:2])([CH3:3])[CH3:4]. The yield is 0.880. (5) The reactants are [CH2:1]([NH:4][CH2:5][CH2:6][CH3:7])[CH2:2][CH3:3].[O:8]([C:15]([NH:17][C:18]1[CH:27]=[CH:26][CH:25]=[C:24]2[C:19]=1[CH2:20][CH2:21][CH2:22][CH:23]2[C:28]1[N:29]=[CH:30][N:31](C(OC(C)(C)C)=O)[CH:32]=1)=O)C1C=CC=CC=1. The catalyst is CS(C)=O. The product is [NH:31]1[CH:32]=[C:28]([CH:23]2[CH2:22][CH2:21][CH2:20][C:19]3[C:18]([NH:17][C:15](=[O:8])[N:4]([CH2:5][CH2:6][CH3:7])[CH2:1][CH2:2][CH3:3])=[CH:27][CH:26]=[CH:25][C:24]2=3)[N:29]=[CH:30]1. The yield is 1.00.